This data is from Catalyst prediction with 721,799 reactions and 888 catalyst types from USPTO. The task is: Predict which catalyst facilitates the given reaction. Reactant: [CH3:1][C:2]1[CH:10]=[CH:9][C:8]([CH2:11][NH:12][C:13]([C:15]2([CH3:21])[CH2:20][CH2:19][CH2:18][CH2:17][CH2:16]2)=[O:14])=[CH:7][C:3]=1[C:4](Cl)=[O:5].[NH2:22][C:23]1[CH:24]=[CH:25][C:26]([Cl:33])=[C:27]([CH:32]=1)[C:28]([O:30][CH3:31])=[O:29]. Product: [Cl:33][C:26]1[CH:25]=[CH:24][C:23]([NH:22][C:4](=[O:5])[C:3]2[CH:7]=[C:8]([CH2:11][NH:12][C:13]([C:15]3([CH3:21])[CH2:20][CH2:19][CH2:18][CH2:17][CH2:16]3)=[O:14])[CH:9]=[CH:10][C:2]=2[CH3:1])=[CH:32][C:27]=1[C:28]([O:30][CH3:31])=[O:29]. The catalyst class is: 1.